From a dataset of Reaction yield outcomes from USPTO patents with 853,638 reactions. Predict the reaction yield, written as a fraction of the theoretical maximum amount of product (1.0 means a 100% yield; for example, 0.34 means a 34% yield). (1) The reactants are [NH2:1][C:2]1[C:3]([CH:9](O)[CH3:10])=[CH:4][C:5]([Cl:8])=[N:6][CH:7]=1.[F:12][C:13]1[CH:14]=[CH:15][C:16]([CH3:22])=[C:17]([C:19](=O)[CH3:20])[CH:18]=1.[OH-].[K+].O1CCOCC1. The catalyst is C1C=CC(P(C2C=CC=CC=2)C2C=CC=CC=2)=CC=1.C1C=CC(P(C2C=CC=CC=2)C2C=CC=CC=2)=CC=1.C1C=CC(P(C2C=CC=CC=2)C2C=CC=CC=2)=CC=1.Cl[Ru]Cl. The product is [Cl:8][C:5]1[CH:4]=[C:3]2[C:2](=[CH:7][N:6]=1)[N:1]=[C:19]([C:17]1[CH:18]=[C:13]([F:12])[CH:14]=[CH:15][C:16]=1[CH3:22])[CH:20]=[C:9]2[CH3:10]. The yield is 0.360. (2) The product is [CH3:16][CH2:15][CH2:14][CH2:13][CH2:12][CH2:11][CH2:10][CH2:9][CH2:8][CH2:7][CH2:6][CH2:5][CH2:4][CH2:3][CH2:2][C:1]([O:18][CH2:19][C@@H:20]([O:21][C:34]([CH2:35][CH2:36][CH2:37][C:38]([OH:40])=[O:39])=[O:41])[CH2:22][O:23][P:24]([O:27][CH2:28][CH2:29][N+:30]([CH3:32])([CH3:31])[CH3:33])([O-:26])=[O:25])=[O:17]. The yield is 0.420. The catalyst is CN(C1C=CN=CC=1)C.ClCCl. The reactants are [C:1]([O:18][CH2:19][C@H:20]([CH2:22][O:23][P:24]([O:27][CH2:28][CH2:29][N+:30]([CH3:33])([CH3:32])[CH3:31])([OH:26])=[O:25])[OH:21])(=[O:17])[CH2:2][CH2:3][CH2:4][CH2:5][CH2:6][CH2:7][CH2:8][CH2:9][CH2:10][CH2:11][CH2:12][CH2:13][CH2:14][CH2:15][CH3:16].[C:34]1(=[O:41])[O:40][C:38](=[O:39])[CH2:37][CH2:36][CH2:35]1.C(Cl)(Cl)Cl.CO. (3) The reactants are [C:1]1([CH3:13])[CH:6]=[CH:5][C:4]([NH:7][CH2:8][CH2:9][CH2:10][C:11]#[N:12])=[CH:3][CH:2]=1.[C:14]([O:21]CC)(=O)[C:15]([O:17]CC)=O.[O-]CC.[Na+]. The catalyst is C(O)C. The product is [O:21]=[C:14]1[C:15](=[O:17])[CH:10]([C:11]#[N:12])[CH2:9][CH2:8][N:7]1[C:4]1[CH:3]=[CH:2][C:1]([CH3:13])=[CH:6][CH:5]=1. The yield is 0.516. (4) The reactants are [CH3:1][CH:2]([S:4]([O-:6])=[O:5])[CH3:3].[Na+].[Cl:8][C:9]1[N:14]=[C:13]([N:15]2[CH2:20][CH2:19][O:18][CH2:17][C@H:16]2[CH3:21])[CH:12]=[C:11]([CH2:22]I)[N:10]=1. The catalyst is CN(C=O)C.C(Cl)Cl. The product is [Cl:8][C:9]1[N:14]=[C:13]([N:15]2[CH2:20][CH2:19][O:18][CH2:17][C@H:16]2[CH3:21])[CH:12]=[C:11]([CH2:22][S:4]([CH:2]([CH3:3])[CH3:1])(=[O:6])=[O:5])[N:10]=1. The yield is 0.740.